From a dataset of NCI-60 drug combinations with 297,098 pairs across 59 cell lines. Regression. Given two drug SMILES strings and cell line genomic features, predict the synergy score measuring deviation from expected non-interaction effect. (1) Drug 1: CC1=CC2C(CCC3(C2CCC3(C(=O)C)OC(=O)C)C)C4(C1=CC(=O)CC4)C. Drug 2: CN1C2=C(C=C(C=C2)N(CCCl)CCCl)N=C1CCCC(=O)O.Cl. Cell line: HOP-92. Synergy scores: CSS=0.448, Synergy_ZIP=0.331, Synergy_Bliss=2.61, Synergy_Loewe=-9.78, Synergy_HSA=-5.45. (2) Drug 1: C1=NC2=C(N=C(N=C2N1C3C(C(C(O3)CO)O)O)F)N. Drug 2: CC1CCC2CC(C(=CC=CC=CC(CC(C(=O)C(C(C(=CC(C(=O)CC(OC(=O)C3CCCCN3C(=O)C(=O)C1(O2)O)C(C)CC4CCC(C(C4)OC)OCCO)C)C)O)OC)C)C)C)OC. Cell line: ACHN. Synergy scores: CSS=0.535, Synergy_ZIP=0.0568, Synergy_Bliss=2.92, Synergy_Loewe=-0.763, Synergy_HSA=-0.297. (3) Drug 1: C1=CC(=C2C(=C1NCCNCCO)C(=O)C3=C(C=CC(=C3C2=O)O)O)NCCNCCO. Drug 2: C1C(C(OC1N2C=C(C(=O)NC2=O)F)CO)O. Cell line: NCI-H226. Synergy scores: CSS=40.8, Synergy_ZIP=5.07, Synergy_Bliss=5.95, Synergy_Loewe=-9.94, Synergy_HSA=6.38. (4) Drug 1: C(CN)CNCCSP(=O)(O)O. Drug 2: CC1CCCC2(C(O2)CC(NC(=O)CC(C(C(=O)C(C1O)C)(C)C)O)C(=CC3=CSC(=N3)C)C)C. Cell line: SN12C. Synergy scores: CSS=37.5, Synergy_ZIP=0.517, Synergy_Bliss=-0.442, Synergy_Loewe=-25.2, Synergy_HSA=-0.867. (5) Drug 1: CC1=C(C(CCC1)(C)C)C=CC(=CC=CC(=CC(=O)O)C)C. Drug 2: CN(CCCl)CCCl.Cl. Cell line: HCT116. Synergy scores: CSS=42.1, Synergy_ZIP=-3.93, Synergy_Bliss=-12.5, Synergy_Loewe=-32.7, Synergy_HSA=-15.2. (6) Drug 1: C(=O)(N)NO. Drug 2: CN(C(=O)NC(C=O)C(C(C(CO)O)O)O)N=O. Cell line: MDA-MB-231. Synergy scores: CSS=1.91, Synergy_ZIP=-2.23, Synergy_Bliss=-4.10, Synergy_Loewe=-4.23, Synergy_HSA=-3.98.